Dataset: NCI-60 drug combinations with 297,098 pairs across 59 cell lines. Task: Regression. Given two drug SMILES strings and cell line genomic features, predict the synergy score measuring deviation from expected non-interaction effect. (1) Drug 1: CC1=C(C=C(C=C1)C(=O)NC2=CC(=CC(=C2)C(F)(F)F)N3C=C(N=C3)C)NC4=NC=CC(=N4)C5=CN=CC=C5. Drug 2: CCC1(C2=C(COC1=O)C(=O)N3CC4=CC5=C(C=CC(=C5CN(C)C)O)N=C4C3=C2)O.Cl. Cell line: MDA-MB-435. Synergy scores: CSS=15.2, Synergy_ZIP=-3.86, Synergy_Bliss=1.92, Synergy_Loewe=-6.19, Synergy_HSA=-0.358. (2) Drug 1: CC1C(C(=O)NC(C(=O)N2CCCC2C(=O)N(CC(=O)N(C(C(=O)O1)C(C)C)C)C)C(C)C)NC(=O)C3=C4C(=C(C=C3)C)OC5=C(C(=O)C(=C(C5=N4)C(=O)NC6C(OC(=O)C(N(C(=O)CN(C(=O)C7CCCN7C(=O)C(NC6=O)C(C)C)C)C)C(C)C)C)N)C. Drug 2: CC12CCC3C(C1CCC2O)C(CC4=C3C=CC(=C4)O)CCCCCCCCCS(=O)CCCC(C(F)(F)F)(F)F. Cell line: SR. Synergy scores: CSS=92.1, Synergy_ZIP=21.5, Synergy_Bliss=19.4, Synergy_Loewe=3.15, Synergy_HSA=21.7. (3) Drug 1: CC1=CC=C(C=C1)C2=CC(=NN2C3=CC=C(C=C3)S(=O)(=O)N)C(F)(F)F. Drug 2: C1CN1C2=NC(=NC(=N2)N3CC3)N4CC4. Cell line: NCI-H522. Synergy scores: CSS=22.8, Synergy_ZIP=-3.73, Synergy_Bliss=-2.84, Synergy_Loewe=-13.5, Synergy_HSA=-4.24.